This data is from Peptide-MHC class II binding affinity with 134,281 pairs from IEDB. The task is: Regression. Given a peptide amino acid sequence and an MHC pseudo amino acid sequence, predict their binding affinity value. This is MHC class II binding data. (1) The peptide sequence is YDKFLANVSTRLTGK. The MHC is DRB1_0405 with pseudo-sequence DRB1_0405. The binding affinity (normalized) is 0.526. (2) The peptide sequence is SNKFHIRLIKGELSN. The MHC is DRB1_0404 with pseudo-sequence DRB1_0404. The binding affinity (normalized) is 0.492. (3) The peptide sequence is ALSTPFLMEHTMPVT. The MHC is DRB1_0301 with pseudo-sequence DRB1_0301. The binding affinity (normalized) is 0.595. (4) The peptide sequence is SQDLELSWNLNGLQMY. The MHC is HLA-DQA10301-DQB10302 with pseudo-sequence HLA-DQA10301-DQB10302. The binding affinity (normalized) is 0.329. (5) The peptide sequence is LWCHKRVSVSAILLT. The MHC is H-2-IAb with pseudo-sequence H-2-IAb. The binding affinity (normalized) is 0.121. (6) The peptide sequence is PYLGYCALLPLLTEE. The MHC is DRB3_0101 with pseudo-sequence DRB3_0101. The binding affinity (normalized) is 0.603. (7) The peptide sequence is GKATLECQVQTAVDFKK. The MHC is DRB3_0301 with pseudo-sequence DRB3_0301. The binding affinity (normalized) is 0.457. (8) The peptide sequence is AINIFNVEKYGAVGD. The MHC is DRB1_0401 with pseudo-sequence DRB1_0401. The binding affinity (normalized) is 0.133. (9) The peptide sequence is GVEGIGLQYLGYVIRK. The MHC is HLA-DQA10201-DQB10303 with pseudo-sequence HLA-DQA10201-DQB10303. The binding affinity (normalized) is 0.399.